Dataset: Catalyst prediction with 721,799 reactions and 888 catalyst types from USPTO. Task: Predict which catalyst facilitates the given reaction. (1) Reactant: [OH-].[Na+].C[O:4][C:5](=[O:41])[CH2:6][C:7]1[CH:12]=[CH:11][C:10]([C:13]2[CH:18]=[CH:17][C:16]([C:19]([CH2:38][CH3:39])([C:22]3[CH:27]=[CH:26][C:25](/[CH:28]=[CH:29]/[C:30]4([OH:36])[CH2:35][CH2:34][S:33][CH2:32][CH2:31]4)=[C:24]([CH3:37])[CH:23]=3)[CH2:20][CH3:21])=[CH:15][C:14]=2[CH3:40])=[CH:9][CH:8]=1. Product: [CH2:20]([C:19]([C:16]1[CH:17]=[CH:18][C:13]([C:10]2[CH:11]=[CH:12][C:7]([CH2:6][C:5]([OH:41])=[O:4])=[CH:8][CH:9]=2)=[C:14]([CH3:40])[CH:15]=1)([C:22]1[CH:27]=[CH:26][C:25](/[CH:28]=[CH:29]/[C:30]2([OH:36])[CH2:31][CH2:32][S:33][CH2:34][CH2:35]2)=[C:24]([CH3:37])[CH:23]=1)[CH2:38][CH3:39])[CH3:21]. The catalyst class is: 111. (2) Reactant: [Br:1][C:2]1[CH:7]=[CH:6][C:5]([C:8]2[CH:13]=[CH:12][C:11]([C:14]([O:16]C)=[O:15])=[CH:10][CH:9]=2)=[CH:4][CH:3]=1.[OH-].[Na+]. Product: [Br:1][C:2]1[CH:3]=[CH:4][C:5]([C:8]2[CH:13]=[CH:12][C:11]([C:14]([OH:16])=[O:15])=[CH:10][CH:9]=2)=[CH:6][CH:7]=1. The catalyst class is: 20. (3) Product: [F:39][C:38]1[C:24]2[N:23]=[C:22]([O:21][C@@H:18]3[CH2:19][O:20][C@H:15]([CH2:14][OH:13])[C@H:16]3[OH:17])[NH:26][C:25]=2[CH:35]=[C:36]([F:41])[C:37]=1[I:40]. Reactant: C(O)(C(F)(F)F)=O.C([Si]1(C(C)(C)C)[O:17][C@H:16]2[C@H:18]([O:21][C:22]3[N:26](COCC[Si](C)(C)C)[C:25]4[CH:35]=[C:36]([F:41])[C:37]([I:40])=[C:38]([F:39])[C:24]=4[N:23]=3)[CH2:19][O:20][C@@H:15]2[CH2:14][O:13]1)(C)(C)C.CCCC[N+](CCCC)(CCCC)CCCC.[F-].O. The catalyst class is: 2. (4) Reactant: [H-].[Al+3].[Li+].[H-].[H-].[H-].[C:7]([N:15]1[CH2:28][CH2:27][C:26]2[C:25]3[CH:24]=[CH:23][CH:22]=[C:21]([C:29]4[CH:34]=[CH:33][CH:32]=[CH:31][CH:30]=4)[C:20]=3[NH:19][C:18]=2[CH2:17][CH2:16]1)(=O)[C:8]1[CH:13]=[CH:12][CH:11]=[CH:10][CH:9]=1.O.[OH-].[Na+]. Product: [CH2:7]([N:15]1[CH2:28][CH2:27][C:26]2[C:25]3[CH:24]=[CH:23][CH:22]=[C:21]([C:29]4[CH:34]=[CH:33][CH:32]=[CH:31][CH:30]=4)[C:20]=3[NH:19][C:18]=2[CH2:17][CH2:16]1)[C:8]1[CH:9]=[CH:10][CH:11]=[CH:12][CH:13]=1. The catalyst class is: 7. (5) Product: [CH3:38][C:31]([O:30][C:29]1[CH:39]=[CH:40][CH:41]=[C:27]([O:15][CH2:14][CH2:13][CH2:12][C:11]2[C:7]([C:1]3[CH:2]=[CH:3][CH:4]=[CH:5][CH:6]=3)=[N:8][N:9]([C:16]3[CH:21]=[CH:20][C:19]([C:22]([F:24])([F:23])[F:25])=[CH:18][N:17]=3)[CH:10]=2)[CH:28]=1)([CH3:37])[C:32]([OH:34])=[O:33]. Reactant: [C:1]1([C:7]2[C:11]([CH2:12][CH2:13][CH2:14][OH:15])=[CH:10][N:9]([C:16]3[CH:21]=[CH:20][C:19]([C:22]([F:25])([F:24])[F:23])=[CH:18][N:17]=3)[N:8]=2)[CH:6]=[CH:5][CH:4]=[CH:3][CH:2]=1.O[C:27]1[CH:28]=[C:29]([CH:39]=[CH:40][CH:41]=1)[O:30][C:31]([CH3:38])([CH3:37])[C:32]([O:34]CC)=[O:33].C(P(CCCC)CCCC)CCC.N(C(N1CCCCC1)=O)=NC(N1CCCCC1)=O. The catalyst class is: 7. (6) Reactant: NC([CH:7]([NH:14][C:15]([CH2:17][C:18]1[CH:23]=[CH:22][CH:21]=[CH:20]C=1)=O)[C:8]1[CH:13]=[CH:12][CH:11]=[CH:10][CH:9]=1)C(OC)=O.[CH3:24][N:25]1C=C(C(O)=O)C(C(F)(F)F)=N1.C(N(CC)CC)C.[O:44]=C1N(P(Cl)(N2CCOC2=O)=O)CCO1.[CH2:59]1[CH2:63][O:62][CH2:61][CH2:60]1. Product: [CH2:15]([N:14]1[CH:7]([C:8]2[CH:9]=[CH:10][CH:11]=[CH:12][CH:13]=2)[CH:60]([C:61]([O:62][CH2:63][CH3:59])=[O:44])[N:25]=[CH:24]1)[C:17]1[CH:18]=[CH:23][CH:22]=[CH:21][CH:20]=1. The catalyst class is: 2.